Task: Regression. Given two drug SMILES strings and cell line genomic features, predict the synergy score measuring deviation from expected non-interaction effect.. Dataset: NCI-60 drug combinations with 297,098 pairs across 59 cell lines (1) Drug 1: CC12CCC(CC1=CCC3C2CCC4(C3CC=C4C5=CN=CC=C5)C)O. Drug 2: C1=CC(=CC=C1C#N)C(C2=CC=C(C=C2)C#N)N3C=NC=N3. Cell line: HCT-15. Synergy scores: CSS=9.49, Synergy_ZIP=0.551, Synergy_Bliss=4.78, Synergy_Loewe=0.211, Synergy_HSA=2.06. (2) Drug 1: C1=NC2=C(N1)C(=S)N=C(N2)N. Drug 2: CC(C)CN1C=NC2=C1C3=CC=CC=C3N=C2N. Cell line: A498. Synergy scores: CSS=16.4, Synergy_ZIP=-2.58, Synergy_Bliss=-0.307, Synergy_Loewe=-2.08, Synergy_HSA=-1.92.